The task is: Regression/Classification. Given a drug SMILES string, predict its absorption, distribution, metabolism, or excretion properties. Task type varies by dataset: regression for continuous measurements (e.g., permeability, clearance, half-life) or binary classification for categorical outcomes (e.g., BBB penetration, CYP inhibition). Dataset: cyp2c9_veith.. This data is from CYP2C9 inhibition data for predicting drug metabolism from PubChem BioAssay. (1) The drug is O=C1c2c(O)ccc(O)c2C(=O)c2c(NCCNCCO)ccc(NCCNCCO)c21. The result is 0 (non-inhibitor). (2) The molecule is O=C(O)COc1cccc(-c2ocnc2-c2nc(-c3ccccc3)c(-c3ccccc3)o2)c1. The result is 0 (non-inhibitor). (3) The compound is Cn1c(=O)c(-c2cc(F)cc(F)c2)nc2cnc(N3CCOCC3)nc21. The result is 0 (non-inhibitor).